From a dataset of Forward reaction prediction with 1.9M reactions from USPTO patents (1976-2016). Predict the product of the given reaction. (1) Given the reactants Cl.[NH2:2][CH2:3][CH2:4][C:5]([O:7][CH2:8][CH3:9])=[O:6].C(=O)([O-])[O-].[F:14][C:15]1[CH:37]=[CH:36][CH:35]=[CH:34][C:16]=1[O:17][C:18]1[C:31](=[O:32])[N:30]([CH3:33])[C:21]2[N:22]=[C:23](S(C)(=O)=O)[N:24]=[CH:25][C:20]=2[CH:19]=1, predict the reaction product. The product is: [F:14][C:15]1[CH:37]=[CH:36][CH:35]=[CH:34][C:16]=1[O:17][C:18]1[C:31](=[O:32])[N:30]([CH3:33])[C:21]2[N:22]=[C:23]([NH:2][CH2:3][CH2:4][C:5]([O:7][CH2:8][CH3:9])=[O:6])[N:24]=[CH:25][C:20]=2[CH:19]=1. (2) The product is: [CH3:13][O:14][C:15]([C:17]1[CH:27]=[C:26]([O:28][C:6]2[CH:5]=[CH:4][C:3]([S:9]([CH3:12])(=[O:11])=[O:10])=[C:2]([Cl:1])[CH:7]=2)[C:20]2[CH2:21][C:22]([CH3:25])([CH3:24])[O:23][C:19]=2[CH:18]=1)=[O:16]. Given the reactants [Cl:1][C:2]1[CH:7]=[C:6](F)[CH:5]=[CH:4][C:3]=1[S:9]([CH3:12])(=[O:11])=[O:10].[CH3:13][O:14][C:15]([C:17]1[CH:27]=[C:26]([OH:28])[C:20]2[CH2:21][C:22]([CH3:25])([CH3:24])[O:23][C:19]=2[CH:18]=1)=[O:16].C([O-])([O-])=O.[Cs+].[Cs+], predict the reaction product.